Dataset: Forward reaction prediction with 1.9M reactions from USPTO patents (1976-2016). Task: Predict the product of the given reaction. (1) Given the reactants [NH2:1][CH:2]([CH2:13][C:14]1[CH:19]=[CH:18][C:17]([C:20]([F:23])([F:22])[F:21])=[CH:16][CH:15]=1)[CH:3]([C:5]1[CH:10]=[CH:9][C:8]([F:11])=[C:7]([F:12])[CH:6]=1)[OH:4].[C:24]1([CH2:30][CH2:31][C:32](Cl)=[O:33])[CH:29]=[CH:28][CH:27]=[CH:26][CH:25]=1.C(=O)([O-])O.[Na+], predict the reaction product. The product is: [F:12][C:7]1[CH:6]=[C:5]([CH:3]([OH:4])[CH:2]([NH:1][C:32](=[O:33])[CH2:31][CH2:30][C:24]2[CH:29]=[CH:28][CH:27]=[CH:26][CH:25]=2)[CH2:13][C:14]2[CH:19]=[CH:18][C:17]([C:20]([F:23])([F:22])[F:21])=[CH:16][CH:15]=2)[CH:10]=[CH:9][C:8]=1[F:11]. (2) Given the reactants [CH3:1][O:2][C:3]([C:5]1[CH:6]=[N:7][CH:8]=[CH:9][C:10]=1[C:11]1[CH2:12][CH2:13][N:14]([C:17]([O:19][C:20]([CH3:23])([CH3:22])[CH3:21])=[O:18])[CH2:15][CH:16]=1)=[O:4].[H][H], predict the reaction product. The product is: [CH3:1][O:2][C:3]([C:5]1[CH:6]=[N:7][CH:8]=[CH:9][C:10]=1[CH:11]1[CH2:12][CH2:13][N:14]([C:17]([O:19][C:20]([CH3:23])([CH3:22])[CH3:21])=[O:18])[CH2:15][CH2:16]1)=[O:4]. (3) Given the reactants N#N.C1N2CN3CN(C2)CN1C3.C1CCN2C(=NCCC2)CC1.[CH3:24][O:25][C:26]([CH:28]1[CH2:32][O:31][C:30]([CH2:33][CH2:34][CH2:35][CH2:36][C:37](=[O:39])[CH3:38])=[N:29]1)=[O:27], predict the reaction product. The product is: [CH3:24][O:25][C:26]([C:28]1[N:29]=[C:30]([CH2:33][CH2:34][CH2:35][CH2:36][C:37](=[O:39])[CH3:38])[O:31][CH:32]=1)=[O:27]. (4) Given the reactants [Cl:1][C:2]1[N:7]=[C:6](Cl)[C:5]([C:9]([O:11][CH2:12][CH3:13])=[O:10])=[CH:4][N:3]=1.[NH2:14][CH2:15][CH:16]1[CH2:21][CH2:20][CH2:19][N:18]([C:22]([O:24][CH2:25][C:26]2[CH:31]=[CH:30][CH:29]=[CH:28][CH:27]=2)=[O:23])[CH2:17]1.C(N(CC)CC)C.O, predict the reaction product. The product is: [CH2:25]([O:24][C:22]([N:18]1[CH2:19][CH2:20][CH2:21][CH:16]([CH2:15][NH:14][C:6]2[C:5]([C:9]([O:11][CH2:12][CH3:13])=[O:10])=[CH:4][N:3]=[C:2]([Cl:1])[N:7]=2)[CH2:17]1)=[O:23])[C:26]1[CH:31]=[CH:30][CH:29]=[CH:28][CH:27]=1. (5) Given the reactants Br[CH2:2][C:3]1[N:7]([CH3:8])[N:6]([CH:9]2[CH2:14][CH2:13][CH2:12][CH2:11][CH2:10]2)[C:5](=[O:15])[CH:4]=1.[Cl:16][C:17]1[CH:18]=[CH:19][C:20]([O:29][CH3:30])=[C:21]([N:23]2[CH2:28][CH2:27][NH:26][CH2:25][CH2:24]2)[CH:22]=1.[C:31](=O)([O-])[O-:32].[K+].[K+], predict the reaction product. The product is: [Cl:16][C:17]1[CH:18]=[CH:19][C:20]([O:29][CH3:30])=[C:21]([N:23]2[CH2:24][CH2:25][N:26]([CH2:2][C:3]3[N:7]([CH3:8])[N:6]([CH:9]4[CH2:14][CH2:13][CH2:12][CH2:11][CH2:10]4)[C:5](=[O:15])[C:4]=3[O:32][CH3:31])[CH2:27][CH2:28]2)[CH:22]=1. (6) Given the reactants [Cl:1][C:2]1[CH:10]=[C:9]([C:11]2[C:12]([C:17]3[CH:22]=[CH:21][CH:20]=[CH:19][CH:18]=3)=[N:13][O:14][C:15]=2[CH3:16])[CH:8]=[CH:7][C:3]=1[C:4](O)=[O:5].[NH2:23][CH2:24][C@@H:25]([OH:27])[CH3:26].ON1C2C=CC=CC=2N=N1.Cl.C(N=C=NCCCN(C)C)C, predict the reaction product. The product is: [Cl:1][C:2]1[CH:10]=[C:9]([C:11]2[C:12]([C:17]3[CH:22]=[CH:21][CH:20]=[CH:19][CH:18]=3)=[N:13][O:14][C:15]=2[CH3:16])[CH:8]=[CH:7][C:3]=1[C:4]([NH:23][CH2:24][C@@H:25]([OH:27])[CH3:26])=[O:5]. (7) Given the reactants [Br:1][C:2]1[CH:3]=[C:4]2[C:9](=[CH:10][CH:11]=1)[N:8]=[CH:7][C:6]([O:12][CH:13]([CH2:17][CH3:18])[C:14]([OH:16])=O)=[CH:5]2.[I-].ClC1C=CC=C[N+]=1C.C(N(CC)C(C)C)(C)C.[C:37]([NH2:41])([CH3:40])([CH3:39])[CH3:38], predict the reaction product. The product is: [Br:1][C:2]1[CH:3]=[C:4]2[C:9](=[CH:10][CH:11]=1)[N:8]=[CH:7][C:6]([O:12][CH:13]([CH2:17][CH3:18])[C:14]([NH:41][C:37]([CH3:40])([CH3:39])[CH3:38])=[O:16])=[CH:5]2. (8) Given the reactants COC(=O)CCCN1CCC[C@H]1COC1C=CC(CC2C=CC=CC=2)=CC=1.[CH2:28]([C:35]1[CH:56]=[CH:55][C:38]([O:39][CH2:40][C@H:41]2[CH2:45][CH2:44][CH2:43][N:42]2[CH2:46][CH2:47][CH2:48][C:49]2[O:53][NH:52][N:51]([CH3:54])[CH:50]=2)=[CH:37][CH:36]=1)[C:29]1[CH:34]=[CH:33][CH:32]=[CH:31][CH:30]=1, predict the reaction product. The product is: [CH2:28]([C:35]1[CH:56]=[CH:55][C:38]([O:39][CH2:40][C@@H:41]2[CH2:45][CH2:44][CH2:43][N:42]2[CH2:46][CH2:47][CH2:48][C:49]2[O:53][NH:52][N:51]([CH3:54])[CH:50]=2)=[CH:37][CH:36]=1)[C:29]1[CH:30]=[CH:31][CH:32]=[CH:33][CH:34]=1.